This data is from NCI-60 drug combinations with 297,098 pairs across 59 cell lines. The task is: Regression. Given two drug SMILES strings and cell line genomic features, predict the synergy score measuring deviation from expected non-interaction effect. Drug 1: B(C(CC(C)C)NC(=O)C(CC1=CC=CC=C1)NC(=O)C2=NC=CN=C2)(O)O. Drug 2: CNC(=O)C1=NC=CC(=C1)OC2=CC=C(C=C2)NC(=O)NC3=CC(=C(C=C3)Cl)C(F)(F)F. Cell line: HCT116. Synergy scores: CSS=77.4, Synergy_ZIP=1.61, Synergy_Bliss=0.960, Synergy_Loewe=-4.28, Synergy_HSA=2.23.